From a dataset of Full USPTO retrosynthesis dataset with 1.9M reactions from patents (1976-2016). Predict the reactants needed to synthesize the given product. (1) Given the product [NH2:9][C:3]1[C:2]([C:18]2[CH:23]=[CH:22][C:21]([OH:24])=[CH:20][CH:19]=2)=[CH:7][C:6]([CH3:8])=[CH:5][N:4]=1, predict the reactants needed to synthesize it. The reactants are: Br[C:2]1[C:3]([NH2:9])=[N:4][CH:5]=[C:6]([CH3:8])[CH:7]=1.CC1(C)C(C)(C)OB([C:18]2[CH:23]=[CH:22][C:21]([OH:24])=[CH:20][CH:19]=2)O1.C(=O)([O-])[O-].[Na+].[Na+]. (2) Given the product [Cl:1][C:2]1[CH:3]=[CH:4][C:5]([CH:8]2[CH2:12][N:11]([C:13]([CH:15]3[CH2:20][CH2:19][N:18]([CH2:41][CH2:40][CH2:39][S:38][CH3:37])[CH2:17][CH2:16]3)=[O:14])[CH2:10][CH:9]2[N:21]([CH3:36])[C:22](=[O:35])[C:23]2[CH:28]=[CH:27][C:26]([O:29][CH3:30])=[C:25]([C:31]([F:33])([F:32])[F:34])[CH:24]=2)=[CH:6][CH:7]=1, predict the reactants needed to synthesize it. The reactants are: [Cl:1][C:2]1[CH:7]=[CH:6][C:5]([CH:8]2[CH2:12][N:11]([C:13]([CH:15]3[CH2:20][CH2:19][NH:18][CH2:17][CH2:16]3)=[O:14])[CH2:10][CH:9]2[N:21]([CH3:36])[C:22](=[O:35])[C:23]2[CH:28]=[CH:27][C:26]([O:29][CH3:30])=[C:25]([C:31]([F:34])([F:33])[F:32])[CH:24]=2)=[CH:4][CH:3]=1.[CH3:37][S:38][CH2:39][CH2:40][CH:41]=O.